From a dataset of Reaction yield outcomes from USPTO patents with 853,638 reactions. Predict the reaction yield, written as a fraction of the theoretical maximum amount of product (1.0 means a 100% yield; for example, 0.34 means a 34% yield). (1) The reactants are [F:1][C:2]1[CH:7]=[CH:6][C:5]([NH:8][C:9]2[CH:16]=[CH:15][C:14]([CH3:17])=[CH:13][C:10]=2[C:11]#[N:12])=[C:4]([N+:18]([O-])=O)[CH:3]=1.[Sn](Cl)[Cl:22]. The yield is 0.730. The catalyst is C(O)C.Cl. The product is [ClH:22].[F:1][C:2]1[CH:7]=[CH:6][C:5]2[NH:8][C:9]3[CH:16]=[CH:15][C:14]([CH3:17])=[CH:13][C:10]=3[C:11]([NH2:12])=[N:18][C:4]=2[CH:3]=1. (2) The reactants are Br[C:2]1[CH:3]=[CH:4][C:5](=[O:16])[N:6]([CH2:8][O:9][CH2:10][CH2:11][Si:12]([CH3:15])([CH3:14])[CH3:13])[CH:7]=1.[F:17][C:18]1[CH:23]=[CH:22][C:21](B2OC(C)(C)C(C)(C)O2)=[CH:20][N:19]=1.C([O-])([O-])=O.[Na+].[Na+].S([O-])([O-])(=O)=O.[Na+].[Na+]. The catalyst is COCCOC.C1C=CC(P(C2C=CC=CC=2)[C-]2C=CC=C2)=CC=1.C1C=CC(P(C2C=CC=CC=2)[C-]2C=CC=C2)=CC=1.Cl[Pd]Cl.[Fe+2].CCOC(C)=O. The product is [F:17][C:18]1[N:19]=[CH:20][C:21]([C:2]2[CH:3]=[CH:4][C:5](=[O:16])[N:6]([CH2:8][O:9][CH2:10][CH2:11][Si:12]([CH3:15])([CH3:14])[CH3:13])[CH:7]=2)=[CH:22][CH:23]=1. The yield is 0.520.